This data is from Reaction yield outcomes from USPTO patents with 853,638 reactions. The task is: Predict the reaction yield, written as a fraction of the theoretical maximum amount of product (1.0 means a 100% yield; for example, 0.34 means a 34% yield). (1) The reactants are [CH3:1][O:2][C:3]1[CH:4]=[C:5]([N:12]2[CH2:17][CH2:16][CH:15]([N:18]3[CH2:23][CH2:22][P:21](=[O:25])([CH3:24])[CH2:20][CH2:19]3)[CH2:14][CH2:13]2)[CH:6]=[CH:7][C:8]=1[N+:9]([O-])=O. The catalyst is [Pd].C(O)C. The product is [CH3:1][O:2][C:3]1[CH:4]=[C:5]([N:12]2[CH2:17][CH2:16][CH:15]([N:18]3[CH2:19][CH2:20][P:21]([CH3:24])(=[O:25])[CH2:22][CH2:23]3)[CH2:14][CH2:13]2)[CH:6]=[CH:7][C:8]=1[NH2:9]. The yield is 0.980. (2) The reactants are Br[C:2]1[CH:3]=[C:4]([C:8]2[CH:13]=[CH:12][CH:11]=[CH:10][N:9]=2)[CH:5]=[CH:6][CH:7]=1.[B:14]1([B:14]2[O:18][C:17]([CH3:20])([CH3:19])[C:16]([CH3:22])([CH3:21])[O:15]2)[O:18][C:17]([CH3:20])([CH3:19])[C:16]([CH3:22])([CH3:21])[O:15]1.C([O-])(=O)C.[K+]. The catalyst is C1C=CC(P(C2C=CC=CC=2)[C-]2C=CC=C2)=CC=1.C1C=CC(P(C2C=CC=CC=2)[C-]2C=CC=C2)=CC=1.Cl[Pd]Cl.[Fe+2].O1CCOCC1. The product is [CH3:21][C:16]1([CH3:22])[C:17]([CH3:20])([CH3:19])[O:18][B:14]([C:2]2[CH:3]=[C:4]([C:8]3[CH:13]=[CH:12][CH:11]=[CH:10][N:9]=3)[CH:5]=[CH:6][CH:7]=2)[O:15]1. The yield is 0.770.